From a dataset of Full USPTO retrosynthesis dataset with 1.9M reactions from patents (1976-2016). Predict the reactants needed to synthesize the given product. (1) Given the product [F:1][C:2]([F:10])([F:11])[O:3][C:4]1[CH:9]=[CH:8][C:7]([S:13]([O-:15])(=[O:14])=[O:12])=[CH:6][CH:5]=1.[Na+:22], predict the reactants needed to synthesize it. The reactants are: [F:1][C:2]([F:11])([F:10])[O:3][C:4]1[CH:9]=[CH:8][CH:7]=[CH:6][CH:5]=1.[OH:12][S:13](O)(=[O:15])=[O:14].O=S(=O)=O.[OH-].[Na+:22]. (2) The reactants are: [Cl:1][C:2]1[CH:23]=[CH:22][C:21]2[C:20](=O)[C:19]3[C:6](=[CH:7][C:8]4[C:9](=O)[C:10]5[C:15]([C:16](=O)[C:17]=4[CH:18]=3)=[CH:14][C:13]([Cl:26])=[CH:12][CH:11]=5)[C:5](=O)[C:4]=2[CH:3]=1.[BH4-].[Na+].CO.Cl. Given the product [Cl:1][C:2]1[CH:23]=[CH:22][C:21]2[C:4](=[CH:5][C:6]3[C:19]([CH:20]=2)=[CH:18][C:17]2[C:8](=[CH:9][C:10]4[C:15]([CH:16]=2)=[CH:14][C:13]([Cl:26])=[CH:12][CH:11]=4)[CH:7]=3)[CH:3]=1, predict the reactants needed to synthesize it. (3) Given the product [C:1]([N:32]1[C@@H:31]([C:25]2[CH:26]=[CH:27][CH:28]=[CH:29][CH:30]=2)[CH2:35][O:34][C:33]1=[O:36])(=[O:7])[CH2:2][CH2:3][CH2:4][C:5]#[CH:6], predict the reactants needed to synthesize it. The reactants are: [C:1](O)(=[O:7])[CH2:2][CH2:3][CH2:4][C:5]#[CH:6].C(N(CC)CC)C.CC(C)(C)C(Cl)=O.[Cl-].[Li+].[C:25]1([C@H:31]2[CH2:35][O:34][C:33](=[O:36])[NH:32]2)[CH:30]=[CH:29][CH:28]=[CH:27][CH:26]=1. (4) Given the product [CH3:1][O:2][C:3]1[CH:12]=[C:11]2[C:6]([CH:7]=[CH:8][C:9](=[O:16])[N:10]2[CH2:13][CH:14]=[O:18])=[CH:5][CH:4]=1, predict the reactants needed to synthesize it. The reactants are: [CH3:1][O:2][C:3]1[CH:12]=[C:11]2[C:6]([CH:7]=[CH:8][C:9](=[O:16])[N:10]2[CH2:13][CH:14]=C)=[CH:5][CH:4]=1.I([O-])(=O)(=O)=[O:18].[Na+]. (5) Given the product [F:1][C:2]1[CH:7]=[C:6]([NH2:8])[CH:5]=[CH:4][C:3]=1[N:11]1[CH2:16][CH2:15][N:14]([CH:17]([C:24]2[N:28]=[C:27]([CH:29]([CH3:30])[CH3:31])[O:26][N:25]=2)[C:18]2[CH:19]=[CH:20][CH:21]=[CH:22][CH:23]=2)[CH2:13][CH2:12]1, predict the reactants needed to synthesize it. The reactants are: [F:1][C:2]1[CH:7]=[C:6]([N+:8]([O-])=O)[CH:5]=[CH:4][C:3]=1[N:11]1[CH2:16][CH2:15][N:14]([CH:17]([C:24]2[N:28]=[C:27]([CH:29]([CH3:31])[CH3:30])[O:26][N:25]=2)[C:18]2[CH:23]=[CH:22][CH:21]=[CH:20][CH:19]=2)[CH2:13][CH2:12]1.O.O.Cl[Sn]Cl.[OH-].[Na+].